This data is from Full USPTO retrosynthesis dataset with 1.9M reactions from patents (1976-2016). The task is: Predict the reactants needed to synthesize the given product. (1) Given the product [Cl:23][C:24]1[CH:25]=[C:26]([NH:30][C:2]2[C:3]3[S:22][CH2:21][CH2:20][C:4]=3[N:5]=[C:6]([N:8]3[CH2:9][CH2:10][N:11]([C:14]4[CH:19]=[CH:18][CH:17]=[CH:16][CH:15]=4)[CH2:12][CH2:13]3)[N:7]=2)[CH:27]=[CH:28][CH:29]=1, predict the reactants needed to synthesize it. The reactants are: Cl[C:2]1[C:3]2[S:22][CH2:21][CH2:20][C:4]=2[N:5]=[C:6]([N:8]2[CH2:13][CH2:12][N:11]([C:14]3[CH:19]=[CH:18][CH:17]=[CH:16][CH:15]=3)[CH2:10][CH2:9]2)[N:7]=1.[Cl:23][C:24]1[CH:25]=[C:26]([NH2:30])[CH:27]=[CH:28][CH:29]=1.C(N(C(C)C)CC)(C)C. (2) The reactants are: C[Si](C)(C)[C:3]([F:9])([F:8])[C:4]([F:7])([F:6])[F:5].[F-].[K+].CN1CCN(C)C1=O.[F:22][C:23]1[CH:24]=[C:25]([Br:30])[CH:26]=[CH:27][C:28]=1I. Given the product [F:22][C:23]1[CH:24]=[C:25]([Br:30])[CH:26]=[CH:27][C:28]=1[C:3]([F:9])([F:8])[C:4]([F:7])([F:6])[F:5], predict the reactants needed to synthesize it. (3) Given the product [OH:38][C@H:35]1[CH2:36][CH2:37][N:32]([C@@H:30]([CH3:31])[CH2:29][N:26]2[CH2:25][CH2:24][CH:23]([NH:22][C:16]([C:10]3[NH:11][C:12]4[C:8]([CH:9]=3)=[C:7]([O:6][CH2:5][CH:1]3[CH2:2][CH2:3][CH2:4]3)[CH:15]=[CH:14][CH:13]=4)=[O:18])[CH2:28][CH2:27]2)[CH2:33][C@@H:34]1[CH3:39], predict the reactants needed to synthesize it. The reactants are: [CH:1]1([CH2:5][O:6][C:7]2[CH:15]=[CH:14][CH:13]=[C:12]3[C:8]=2[CH:9]=[C:10]([C:16]([OH:18])=O)[NH:11]3)[CH2:4][CH2:3][CH2:2]1.Cl.Cl.Cl.[NH2:22][CH:23]1[CH2:28][CH2:27][N:26]([CH2:29][C@@H:30]([N:32]2[CH2:37][CH2:36][C@H:35]([OH:38])[C@@H:34]([CH3:39])[CH2:33]2)[CH3:31])[CH2:25][CH2:24]1. (4) Given the product [CH3:1][O:2][C:3]1[CH:4]=[C:5]([CH:24]=[CH:25][CH:26]=1)[CH2:6][N:7]1[CH2:11][CH2:10][C@@H:9]([NH:12][C:13]2[N:14]=[CH:15][C:16](/[CH:19]=[CH:20]/[C:21]([NH:34][O:33][CH:28]3[CH2:29][CH2:30][CH2:31][CH2:32][O:27]3)=[O:23])=[N:17][CH:18]=2)[CH2:8]1, predict the reactants needed to synthesize it. The reactants are: [CH3:1][O:2][C:3]1[CH:4]=[C:5]([CH:24]=[CH:25][CH:26]=1)[CH2:6][N:7]1[CH2:11][CH2:10][C@@H:9]([NH:12][C:13]2[N:14]=[CH:15][C:16](/[CH:19]=[CH:20]/[C:21]([OH:23])=O)=[N:17][CH:18]=2)[CH2:8]1.[O:27]1[CH2:32][CH2:31][CH2:30][CH2:29][CH:28]1[O:33][NH2:34].ON1C2C=CC=CC=2N=N1.CN(C)CCCN=C=NCC.C([O-])(O)=O.[Na+]. (5) Given the product [O:1]1[C:8]2[CH:7]=[C:6]([C:9]([O:11][CH2:15][CH2:16][N:17]3[CH2:22][CH2:21][O:20][CH2:19][CH2:18]3)=[O:10])[NH:5][C:4]=2[CH:3]=[CH:2]1, predict the reactants needed to synthesize it. The reactants are: [O:1]1[C:8]2[CH:7]=[C:6]([C:9]([O-:11])=[O:10])[NH:5][C:4]=2[CH:3]=[CH:2]1.[Na+].Cl.Cl[CH2:15][CH2:16][N:17]1[CH2:22][CH2:21][O:20][CH2:19][CH2:18]1.